From a dataset of Reaction yield outcomes from USPTO patents with 853,638 reactions. Predict the reaction yield, written as a fraction of the theoretical maximum amount of product (1.0 means a 100% yield; for example, 0.34 means a 34% yield). (1) The reactants are C(O[C:6]([N:8]1[CH2:14][CH2:13][CH2:12][NH:11][CH2:10][CH2:9]1)=[O:7])(C)(C)C.[CH:15](N(C(C)C)CC)(C)C.O1CCOCC1.[F:30][C:31]([F:68])([F:67])[C:32]1[CH:33]=[C:34]([CH:60]=[C:61]([C:63]([F:66])([F:65])[F:64])[CH:62]=1)[CH2:35][N:36]1[CH2:43][CH2:42][CH2:41][NH:40][C:39]2[N:44]=[C:45](S(C)(=O)=O)[N:46]=[C:47]([C:48]3[CH:53]=[CH:52][CH:51]=[CH:50][C:49]=3[CH3:54])[C:38]=2[C:37]1=[O:59]. The catalyst is C(OCC)(=O)C. The product is [C:6]([N:8]1[CH2:14][CH2:13][CH2:12][N:11]([C:45]2[N:46]=[C:47]([C:48]3[CH:53]=[CH:52][CH:51]=[CH:50][C:49]=3[CH3:54])[C:38]3[C:37](=[O:59])[N:36]([CH2:35][C:34]4[CH:60]=[C:61]([C:63]([F:66])([F:65])[F:64])[CH:62]=[C:32]([C:31]([F:30])([F:68])[F:67])[CH:33]=4)[CH2:43][CH2:42][CH2:41][NH:40][C:39]=3[N:44]=2)[CH2:10][CH2:9]1)(=[O:7])[CH3:15]. The yield is 0.740. (2) The reactants are Br[CH2:2][CH:3]([CH3:5])[CH3:4].[Br:6][C:7]1[CH:12]=[CH:11][C:10]([C@H:13]([NH:15][S:16]([CH2:19][C:20]2[CH:25]=[CH:24][CH:23]=[CH:22][CH:21]=2)(=[O:18])=[O:17])[CH3:14])=[CH:9][CH:8]=1.C([O-])([O-])=O.[Cs+].[Cs+]. The catalyst is CN(C=O)C. The product is [Br:6][C:7]1[CH:12]=[CH:11][C:10]([C@H:13]([N:15]([CH2:2][CH:3]([CH3:5])[CH3:4])[S:16]([CH2:19][C:20]2[CH:21]=[CH:22][CH:23]=[CH:24][CH:25]=2)(=[O:18])=[O:17])[CH3:14])=[CH:9][CH:8]=1. The yield is 0.720. (3) The reactants are FC1C=CC(CC2C3C(=CC=CC=3[N+]([O-])=O)C(=O)NN=2)=CC=1C(N1CCC(OC)CC1)=O.[F:33][C:34]1[CH:54]=[CH:53][C:37]([CH2:38][C:39]2[C:48]3[C:43](=[C:44]([N+:49]([O-])=O)[CH:45]=[CH:46][CH:47]=3)[C:42](=[O:52])[NH:41][N:40]=2)=[CH:36][C:35]=1[C:55]([N:57]1[CH2:62][CH2:61][CH:60]([O:63][CH3:64])[CH2:59][CH2:58]1)=[O:56]. The catalyst is C(O)C.[Pd]. The product is [NH2:49][C:44]1[CH:45]=[CH:46][CH:47]=[C:48]2[C:43]=1[C:42](=[O:52])[NH:41][N:40]=[C:39]2[CH2:38][C:37]1[CH:53]=[CH:54][C:34]([F:33])=[C:35]([C:55]([N:57]2[CH2:58][CH2:59][CH:60]([O:63][CH3:64])[CH2:61][CH2:62]2)=[O:56])[CH:36]=1. The yield is 0.608. (4) The reactants are [C:1](=[O:4])([O-])[O-].[K+].[K+].[CH2:7]([C:9]1[CH:14]=[CH:13][C:12]([C:15](=[O:17])[CH3:16])=[CH:11][C:10]=1O)[CH3:8].CI. The catalyst is CC(=O)C. The product is [CH2:7]([C:9]1[CH:14]=[CH:13][C:12]([C:15](=[O:17])[CH3:16])=[CH:11][C:10]=1[O:4][CH3:1])[CH3:8]. The yield is 0.940. (5) The reactants are [CH3:1][O:2][C:3]1[CH:4]=[C:5]([CH2:11][C:12]([OH:14])=[O:13])[CH:6]=[CH:7][C:8]=1[O:9][CH3:10].[CH3:15]O. The catalyst is OS(O)(=O)=O. The product is [CH3:1][O:2][C:3]1[CH:4]=[C:5]([CH2:11][C:12]([O:14][CH3:15])=[O:13])[CH:6]=[CH:7][C:8]=1[O:9][CH3:10]. The yield is 0.910. (6) The reactants are [CH3:1][C:2]1[N:7]=[C:6]([C:8]2[CH:13]=[CH:12][N:11]=[C:10]([C:14]3[CH:15]=[C:16]([S:20](Cl)(=[O:22])=[O:21])[CH:17]=[CH:18][CH:19]=3)[CH:9]=2)[CH:5]=[C:4]([C:24]2[CH:29]=[CH:28][C:27]([C:30]([F:33])([F:32])[F:31])=[CH:26][CH:25]=2)[CH:3]=1.[CH2:34]([CH2:36][NH2:37])[OH:35]. The yield is 0.210. The catalyst is C1COCC1.CCOC(C)=O. The product is [OH:35][CH2:34][CH2:36][NH:37][S:20]([C:16]1[CH:17]=[CH:18][CH:19]=[C:14]([C:10]2[CH:9]=[C:8]([C:6]3[CH:5]=[C:4]([C:24]4[CH:25]=[CH:26][C:27]([C:30]([F:32])([F:33])[F:31])=[CH:28][CH:29]=4)[CH:3]=[C:2]([CH3:1])[N:7]=3)[CH:13]=[CH:12][N:11]=2)[CH:15]=1)(=[O:21])=[O:22]. (7) The reactants are N#N.[CH3:3][Si:4]([CH3:22])([CH3:21])[CH2:5][CH2:6][O:7][CH2:8][O:9][N:10]1C(=O)C2C(=CC=CC=2)C1=O.CNN. The catalyst is CCOCC. The product is [CH3:3][Si:4]([CH3:22])([CH3:21])[CH2:5][CH2:6][O:7][CH2:8][O:9][NH2:10]. The yield is 0.910. (8) The reactants are [Cl:1][C:2]1[C:3]2[CH:14]=[CH:13][C:12](=[O:15])[N:11]([C:16]3[CH:21]=[CH:20][C:19]([C:22]([F:25])([F:24])[F:23])=[CH:18][CH:17]=3)[C:4]=2[N:5]=[C:6](S(C)=O)[N:7]=1.[NH2:26][CH:27]([CH2:30][OH:31])[CH2:28][OH:29]. The catalyst is ClCCl.CN(C=O)C. The product is [Cl:1][C:2]1[C:3]2[CH:14]=[CH:13][C:12](=[O:15])[N:11]([C:16]3[CH:21]=[CH:20][C:19]([C:22]([F:25])([F:24])[F:23])=[CH:18][CH:17]=3)[C:4]=2[N:5]=[C:6]([NH:26][CH:27]([CH2:30][OH:31])[CH2:28][OH:29])[N:7]=1. The yield is 0.450. (9) The reactants are [C:1]([O:5][C:6]([N:8]1[C:12]([CH3:13])=[CH:11][CH:10]=[C:9]1[CH3:14])=[O:7])([CH3:4])([CH3:3])[CH3:2].[C:15]([C:21]([O:23][CH3:24])=[O:22])#[C:16][C:17]([O:19][CH3:20])=[O:18]. No catalyst specified. The product is [CH3:20][O:19][C:17]([C:16]1[C:12]2([CH3:13])[N:8]([C:6]([O:5][C:1]([CH3:4])([CH3:3])[CH3:2])=[O:7])[C:9]([CH3:14])([C:15]=1[C:21]([O:23][CH3:24])=[O:22])[CH:10]=[CH:11]2)=[O:18]. The yield is 0.500. (10) The reactants are C(O[C:4](=[O:21])[C:5](=[CH:11][NH:12][C:13]1[CH:14]=[N:15][C:16]([O:19][CH3:20])=[CH:17][CH:18]=1)[C:6]([O:8][CH2:9][CH3:10])=[O:7])C. The catalyst is C1C=CC(C2C=CC=CC=2)=CC=1.C1C=CC(OC2C=CC=CC=2)=CC=1. The yield is 0.730. The product is [CH2:9]([O:8][C:6]([C:5]1[C:4](=[O:21])[C:14]2[C:13](=[CH:18][CH:17]=[C:16]([O:19][CH3:20])[N:15]=2)[NH:12][CH:11]=1)=[O:7])[CH3:10].